From a dataset of Forward reaction prediction with 1.9M reactions from USPTO patents (1976-2016). Predict the product of the given reaction. (1) Given the reactants Cl[C:2]1[N:7]=[C:6]([C:8]2[CH:9]=[CH:10][C:11]([O:16][CH:17]3[CH2:22][CH2:21][O:20][CH2:19][CH2:18]3)=[C:12]([CH:15]=2)[C:13]#[N:14])[CH:5]=[CH:4][N:3]=1.[CH3:23][C:24]1[CH:25]=[C:26]([CH:28]=[CH:29][C:30]=1[N:31]1[CH2:36][CH2:35][O:34][CH2:33][CH2:32]1)[NH2:27], predict the reaction product. The product is: [CH3:23][C:24]1[CH:25]=[C:26]([NH:27][C:2]2[N:7]=[C:6]([C:8]3[CH:9]=[CH:10][C:11]([O:16][CH:17]4[CH2:22][CH2:21][O:20][CH2:19][CH2:18]4)=[C:12]([CH:15]=3)[C:13]#[N:14])[CH:5]=[CH:4][N:3]=2)[CH:28]=[CH:29][C:30]=1[N:31]1[CH2:36][CH2:35][O:34][CH2:33][CH2:32]1. (2) The product is: [F:1][C:2]1[C:10]([N+:11]([O-:13])=[O:12])=[CH:9][C:8]([F:14])=[CH:7][C:3]=1[C:4]([O:6][CH3:15])=[O:5]. Given the reactants [F:1][C:2]1[C:10]([N+:11]([O-:13])=[O:12])=[CH:9][C:8]([F:14])=[CH:7][C:3]=1[C:4]([OH:6])=[O:5].[CH3:15]O, predict the reaction product. (3) Given the reactants [OH:1][C:2]1[CH:9]=[C:8]([CH3:10])[C:5]([CH:6]=[O:7])=[C:4]([CH3:11])[CH:3]=1.[CH3:12][C:13]1([CH3:20])[O:17][C@H:16]([CH2:18]O)[CH2:15][O:14]1.C1C=CC(P(C2C=CC=CC=2)C2C=CC=CC=2)=CC=1.CCOC(/N=N/C(OCC)=O)=O, predict the reaction product. The product is: [CH3:12][C:13]1([CH3:20])[O:17][C@H:16]([CH2:18][O:1][C:2]2[CH:3]=[C:4]([CH3:11])[C:5]([CH:6]=[O:7])=[C:8]([CH3:10])[CH:9]=2)[CH2:15][O:14]1. (4) Given the reactants [CH2:1]([O:3][C:4]([C:6]1[CH:15]=[C:14]([OH:16])[C:13]2[C:8](=[CH:9][C:10]([CH3:18])=[C:11]([Cl:17])[CH:12]=2)[N:7]=1)=[O:5])[CH3:2].C(=O)([O-])[O-].[Cs+].[Cs+].[CH:25]1([NH:29][C:30]([C@@H:32]2[CH2:36][CH2:35][CH2:34][N:33]2[C:37](=[O:40])[CH2:38]Br)=[O:31])[CH2:28][CH2:27][CH2:26]1, predict the reaction product. The product is: [CH2:1]([O:3][C:4]([C:6]1[CH:15]=[C:14]([O:16][CH2:38][C:37]([N:33]2[CH2:34][CH2:35][CH2:36][C@H:32]2[C:30](=[O:31])[NH:29][CH:25]2[CH2:28][CH2:27][CH2:26]2)=[O:40])[C:13]2[C:8](=[CH:9][C:10]([CH3:18])=[C:11]([Cl:17])[CH:12]=2)[N:7]=1)=[O:5])[CH3:2].